Dataset: Full USPTO retrosynthesis dataset with 1.9M reactions from patents (1976-2016). Task: Predict the reactants needed to synthesize the given product. Given the product [CH3:1][C@H:2]([C@H:3]1[C@H:4]([CH2:6][C@H:7]2[CH2:8][O:9][C@@H:10]([CH2:15]/[C:16](/[CH3:32])=[CH:17]/[C:18]([O:20][CH2:21][CH2:22][CH2:23][CH2:24][CH2:25][CH2:26][CH2:27][CH2:28][C:29]([O-:31])=[O:30])=[O:19])[C@H:11]([OH:14])[C@@H:12]2[OH:13])[O:5]1)[C@H:33]([CH3:34])[OH:35].[CH3:1][C@H:2]([C@H:3]1[C@H:4]([CH2:6][C@H:7]2[CH2:8][O:9][C@@H:10]([CH2:15]/[C:16](/[CH3:32])=[CH:17]/[C:18]([O:20][CH2:21][CH2:22][CH2:23][CH2:24][CH2:25][CH2:26][CH2:27][CH2:28][C:29]([O-:31])=[O:30])=[O:19])[C@H:11]([OH:14])[C@@H:12]2[OH:13])[O:5]1)[C@H:33]([CH3:34])[OH:35].[Ca+2:39], predict the reactants needed to synthesize it. The reactants are: [CH3:1][C@@H:2]([C@@H:33]([OH:35])[CH3:34])[C@@H:3]1[O:5][C@H:4]1[CH2:6][C@@H:7]1[C@@H:12]([OH:13])[C@@H:11]([OH:14])[C@H:10]([CH2:15]/[C:16](/[CH3:32])=[CH:17]/[C:18]([O:20][CH2:21][CH2:22][CH2:23][CH2:24][CH2:25][CH2:26][CH2:27][CH2:28][C:29]([OH:31])=[O:30])=[O:19])[O:9][CH2:8]1.[OH-].[K+].[Cl-].[Ca+2:39].[Cl-].